Dataset: Catalyst prediction with 721,799 reactions and 888 catalyst types from USPTO. Task: Predict which catalyst facilitates the given reaction. (1) Reactant: Cl.CN.[B-](F)(F)(F)F.CCOC([C:14](C#N)=[N:15]OC(N(C)C)=[N+](C)C)=O.CCN(C(C)C)C(C)C.[CH3:35][O:36][C:37]1[C:38]([CH3:62])=[C:39]([C:46]([C:48]2[CH:49]=[C:50]3[C:55](=[CH:56][CH:57]=2)[NH:54][CH:53]=[C:52]([C:58]([OH:60])=O)[C:51]3=[O:61])=[O:47])[N:40]2[C:45]=1[CH:44]=[CH:43][CH:42]=[CH:41]2.Cl. Product: [CH3:35][O:36][C:37]1[C:38]([CH3:62])=[C:39]([C:46]([C:48]2[CH:49]=[C:50]3[C:55](=[CH:56][CH:57]=2)[NH:54][CH:53]=[C:52]([C:58]([NH:15][CH3:14])=[O:60])[C:51]3=[O:61])=[O:47])[N:40]2[C:45]=1[CH:44]=[CH:43][CH:42]=[CH:41]2. The catalyst class is: 3. (2) Reactant: Cl[C:2]1[CH:3]=[CH:4][CH:5]=[C:6]2[C:10]=1[C:9](=[O:11])[CH:8]([CH2:12][CH:13]1[CH2:18][CH2:17][CH2:16][CH2:15][CH2:14]1)[CH2:7]2.[C:19]([C:23]1[CH:28]=[CH:27][C:26](B(O)O)=[CH:25][CH:24]=1)([CH3:22])([CH3:21])[CH3:20].C(=O)([O-])[O-].[Na+].[Na+].C(O)CO. Product: [C:19]([C:23]1[CH:28]=[CH:27][C:26]([C:2]2[CH:3]=[CH:4][CH:5]=[C:6]3[C:10]=2[C:9](=[O:11])[CH:8]([CH2:12][CH:13]2[CH2:14][CH2:15][CH2:16][CH2:17][CH2:18]2)[CH2:7]3)=[CH:25][CH:24]=1)([CH3:22])([CH3:21])[CH3:20]. The catalyst class is: 6.